Task: Predict the reaction yield, written as a fraction of the theoretical maximum amount of product (1.0 means a 100% yield; for example, 0.34 means a 34% yield).. Dataset: Reaction yield outcomes from USPTO patents with 853,638 reactions (1) The reactants are Cl[C:2]1[C:7]([Cl:8])=[CH:6][CH:5]=[CH:4][N:3]=1.B(O)(O)[C:10]1[CH:11]=[CH:12][C:13]([CH3:16])=[CH:14][CH:15]=1.C(=O)([O-])[O-].[Na+].[Na+]. The catalyst is COCCOC.O.C1C=CC([P]([Pd]([P](C2C=CC=CC=2)(C2C=CC=CC=2)C2C=CC=CC=2)([P](C2C=CC=CC=2)(C2C=CC=CC=2)C2C=CC=CC=2)[P](C2C=CC=CC=2)(C2C=CC=CC=2)C2C=CC=CC=2)(C2C=CC=CC=2)C2C=CC=CC=2)=CC=1. The product is [Cl:8][C:7]1[C:2]([C:10]2[CH:15]=[CH:14][C:13]([CH3:16])=[CH:12][CH:11]=2)=[N:3][CH:4]=[CH:5][CH:6]=1. The yield is 0.840. (2) The reactants are [CH3:1][C:2]([O:5][C:6](/N=N/[C:6]([O:5][C:2](C)(C)[CH3:1])=O)=O)(C)C.[C:17]([O:23][CH2:24][N:25]1[C:34](=[O:35])[C:33]2[C:28](=[CH:29][C:30]([OH:40])=[CH:31][C:32]=2[O:36][CH2:37][CH2:38][Cl:39])[N:27]=[CH:26]1)(=[O:22])[C:18]([CH3:21])([CH3:20])[CH3:19].COCCO.C1(P(C2C=CC=CC=2)C2C=CC=CC=2)C=CC=CC=1. The catalyst is O1CCCC1. The product is [C:17]([O:23][CH2:24][N:25]1[C:34](=[O:35])[C:33]2[C:28](=[CH:29][C:30]([O:40][CH2:1][CH2:2][O:5][CH3:6])=[CH:31][C:32]=2[O:36][CH2:37][CH2:38][Cl:39])[N:27]=[CH:26]1)(=[O:22])[C:18]([CH3:21])([CH3:20])[CH3:19]. The yield is 0.480.